The task is: Predict the product of the given reaction.. This data is from Forward reaction prediction with 1.9M reactions from USPTO patents (1976-2016). (1) Given the reactants Cl[C:2]1[CH:3]=[CH:4][C:5]2[N:6]([CH:8]=[C:9]([C:11]([O:13][CH2:14][CH3:15])=[O:12])[N:10]=2)[N:7]=1.O1C[CH2:19][CH2:18][CH2:17]1.[Br-].C([Zn+])CC.Cl, predict the reaction product. The product is: [CH2:17]([C:2]1[CH:3]=[CH:4][C:5]2[N:6]([CH:8]=[C:9]([C:11]([O:13][CH2:14][CH3:15])=[O:12])[N:10]=2)[N:7]=1)[CH2:18][CH3:19]. (2) Given the reactants C(N(CC)CC)C.[CH:8]([C:10]1[C:18]2[C:13](=[CH:14][CH:15]=[CH:16][CH:17]=2)[N:12](C(OC(C)(C)C)=O)[CH:11]=1)=[O:9].[N:26]1[C:27]([CH:35]=[N:36][C:37]2[CH:42]=[CH:41][CH:40]=[C:39]([O:43][CH3:44])[CH:38]=2)=[CH:28][N:29]2[CH:34]=[CH:33][CH:32]=[CH:31][C:30]=12, predict the reaction product. The product is: [N:26]1[C:27]([CH:35]([NH:36][C:37]2[CH:42]=[CH:41][CH:40]=[C:39]([O:43][CH3:44])[CH:38]=2)[C:8]([C:10]2[C:18]3[C:13](=[CH:14][CH:15]=[CH:16][CH:17]=3)[NH:12][CH:11]=2)=[O:9])=[CH:28][N:29]2[CH:34]=[CH:33][CH:32]=[CH:31][C:30]=12. (3) Given the reactants C(OC(=O)[NH:7][C:8]1[CH:13]=[C:12](C)[C:11]([C:15]([F:18])([F:17])[F:16])=[CH:10][C:9]=1[NH2:19])(C)(C)C.C(O[C:26](=[O:42])[CH2:27][C:28](=O)[C:29]1[CH:34]=[CH:33][CH:32]=[C:31]([C:35]2[N:40]=[CH:39][CH:38]=[CH:37][N:36]=2)[CH:30]=1)(C)(C)C, predict the reaction product. The product is: [N:40]1[CH:39]=[CH:38][CH:37]=[N:36][C:35]=1[C:31]1[CH:30]=[C:29]([C:28]2[CH2:27][C:26](=[O:42])[NH:19][C:9]3[CH:10]=[C:11]([C:15]([F:16])([F:17])[F:18])[CH:12]=[CH:13][C:8]=3[N:7]=2)[CH:34]=[CH:33][CH:32]=1. (4) The product is: [F:9][C:10]1[CH:11]=[C:12]([CH:13]=[CH:14][C:15]=1[N+:16]([O-:18])=[O:17])[CH2:19][N:2]1[CH2:6][CH2:5][O:24][CH2:4][CH2:3]1. Given the reactants Br[N:2]1[C:6](=O)[CH2:5][CH2:4][C:3]1=O.[F:9][C:10]1[CH:11]=[C:12]([CH3:19])[CH:13]=[CH:14][C:15]=1[N+:16]([O-:18])=[O:17].ClCCCl.[OH2:24], predict the reaction product. (5) Given the reactants C[O:2][C:3](=[O:15])[CH2:4][CH2:5][C:6]1[CH:11]=[C:10]([Br:12])[C:9]([OH:13])=[C:8]([Br:14])[CH:7]=1.C(=O)([O-])[O-].[K+].[K+].C([N:29]1[C:37]2[C:32](=[CH:33][CH:34]=[CH:35][CH:36]=2)[C:31]([CH2:38][CH2:39]Br)=[CH:30]1)(OC(C)(C)C)=O, predict the reaction product. The product is: [Br:14][C:8]1[CH:7]=[C:6]([CH2:5][CH2:4][C:3]([OH:2])=[O:15])[CH:11]=[C:10]([Br:12])[C:9]=1[O:13][CH2:39][CH2:38][C:31]1[C:32]2[C:37](=[CH:36][CH:35]=[CH:34][CH:33]=2)[NH:29][CH:30]=1. (6) Given the reactants Br[C:2]1[CH:3]=[C:4]([C:16]([NH:18][CH2:19][C:20]2[C:21](=[O:28])[NH:22][C:23]([CH3:27])=[CH:24][C:25]=2[CH3:26])=[O:17])[C:5]2[CH:6]=[N:7][N:8]([CH:11]3[CH2:15][CH2:14][CH2:13][CH2:12]3)[C:9]=2[CH:10]=1.[OH:29][CH2:30][C:31]1[CH:36]=[CH:35][C:34](B(O)O)=[CH:33][CH:32]=1.C([O-])([O-])=O.[Na+].[Na+].C(Cl)Cl, predict the reaction product. The product is: [CH:11]1([N:8]2[C:9]3[CH:10]=[C:2]([C:34]4[CH:35]=[CH:36][C:31]([CH2:30][OH:29])=[CH:32][CH:33]=4)[CH:3]=[C:4]([C:16]([NH:18][CH2:19][C:20]4[C:21](=[O:28])[NH:22][C:23]([CH3:27])=[CH:24][C:25]=4[CH3:26])=[O:17])[C:5]=3[CH:6]=[N:7]2)[CH2:15][CH2:14][CH2:13][CH2:12]1. (7) Given the reactants FC(F)(F)S(O[S:7]([C:10](F)(F)F)(=O)=O)(=O)=O.[NH2:16][C:17]1[N:18]=[C:19]([C:34]2[CH:39]=[CH:38][CH:37]=[CH:36][CH:35]=2)[C:20]([C:24]2[CH:25]=[CH:26][C:27](=[O:33])[N:28]([CH:30]([CH3:32])[CH3:31])[N:29]=2)=[N:21][C:22]=1[Br:23].[CH2:40](Cl)Cl, predict the reaction product. The product is: [Br:23][C:22]1[N:21]=[C:20]([C:24]2[CH:25]=[CH:26][C:27](=[O:33])[N:28]([CH:30]([CH3:32])[CH3:31])[N:29]=2)[C:19]([C:34]2[CH:35]=[CH:36][CH:37]=[CH:38][CH:39]=2)=[N:18][C:17]=1[N:16]=[S:7]([CH3:10])[CH3:40].